Predict which catalyst facilitates the given reaction. From a dataset of Catalyst prediction with 721,799 reactions and 888 catalyst types from USPTO. (1) Reactant: [NH2:1][C:2]1[N:6]([CH3:7])[N:5]=[C:4]([CH3:8])[C:3]=1[C:9]#[N:10].[Cl:11][CH2:12][CH2:13][CH2:14][CH2:15][C:16](Cl)=[O:17]. Product: [Cl:11][CH2:12][CH2:13][CH2:14][CH2:15][C:16]([NH:1][C:2]1[N:6]([CH3:7])[N:5]=[C:4]([CH3:8])[C:3]=1[C:9]#[N:10])=[O:17]. The catalyst class is: 17. (2) Reactant: [F:1][C:2]1[CH:21]=[CH:20][C:5]([CH2:6][O:7][CH2:8][C:9]([NH:11][CH2:12][CH2:13][CH2:14][CH2:15][CH2:16][C:17]([OH:19])=O)=[O:10])=[CH:4][CH:3]=1.[NH2:22][CH2:23][C@@H:24]([C:26]1[CH:31]=[CH:30][CH:29]=[CH:28][CH:27]=1)[OH:25].C(N(CC)CC)C. Product: [F:1][C:2]1[CH:3]=[CH:4][C:5]([CH2:6][O:7][CH2:8][C:9]([NH:11][CH2:12][CH2:13][CH2:14][CH2:15][CH2:16][C:17]([NH:22][CH2:23][C@H:24]([OH:25])[C:26]2[CH:31]=[CH:30][CH:29]=[CH:28][CH:27]=2)=[O:19])=[O:10])=[CH:20][CH:21]=1. The catalyst class is: 118. (3) Reactant: [CH3:1][O:2][C:3]1[N:8]=[C:7]2[CH:9]=[C:10]([C:12]([OH:14])=O)[NH:11][C:6]2=[CH:5][CH:4]=1.F[P-](F)(F)(F)(F)F.N1(OC(N(C)C)=[N+](C)C)C2N=CC=CC=2N=N1.[NH2:39][C:40]1[CH:45]=[CH:44][C:43]([B:46]2[O:54][C:51]([CH3:53])([CH3:52])[C:48]([CH3:50])([CH3:49])[O:47]2)=[CH:42][C:41]=1[O:55][CH3:56]. Product: [CH3:1][O:2][C:3]1[N:8]=[C:7]2[CH:9]=[C:10]([C:12]([NH:39][C:40]3[CH:45]=[CH:44][C:43]([B:46]4[O:47][C:48]([CH3:49])([CH3:50])[C:51]([CH3:53])([CH3:52])[O:54]4)=[CH:42][C:41]=3[O:55][CH3:56])=[O:14])[NH:11][C:6]2=[CH:5][CH:4]=1. The catalyst class is: 272. (4) Reactant: [Cl:1][C:2]1[CH:10]=[CH:9][CH:8]=[C:7]2[C:3]=1[C:4]([C:17]([OH:19])=O)=[CH:5][N:6]2[CH2:11][CH:12]1[CH2:16][CH2:15][CH2:14][O:13]1.[F:20][C:21]1([F:29])[CH2:26][CH2:25][CH:24]([CH2:27][NH2:28])[CH2:23][CH2:22]1.CN(C(ON1N=NC2C=CC=NC1=2)=[N+](C)C)C.F[P-](F)(F)(F)(F)F. Product: [Cl:1][C:2]1[CH:10]=[CH:9][CH:8]=[C:7]2[C:3]=1[C:4]([C:17]([NH:28][CH2:27][CH:24]1[CH2:25][CH2:26][C:21]([F:29])([F:20])[CH2:22][CH2:23]1)=[O:19])=[CH:5][N:6]2[CH2:11][CH:12]1[CH2:16][CH2:15][CH2:14][O:13]1. The catalyst class is: 3. (5) Reactant: [F:1][C:2]1[CH:16]=[CH:15][C:5]2[C:6]3[N:7]([CH:11]=[C:12](I)[N:13]=3)[CH2:8][CH2:9][O:10][C:4]=2[CH:3]=1.C1(P(C2C=CC=CC=2)C2[C:37]3[O:36]C4C(=CC=CC=4P(C4C=CC=CC=4)C4C=CC=CC=4)C(C)(C)C=3C=CC=2)C=CC=CC=1.C[OH:60].C(N(CC)CC)C.Cl. Product: [F:1][C:2]1[CH:16]=[CH:15][C:5]2[C:6]3[N:7]([CH:11]=[C:12]([C:37]([OH:36])=[O:60])[N:13]=3)[CH2:8][CH2:9][O:10][C:4]=2[CH:3]=1. The catalyst class is: 167. (6) Reactant: [C:1](=[O:4])([OH:3])[OH:2].[Na+:5].[C:6](=[O:9])([O-:8])[O-:7].C(=O)(O)O.[Na+]. Product: [C:1](=[O:2])([O-:4])[O-:3].[Na+:5].[Na+:5].[C:6](=[O:7])([OH:9])[O-:8].[Na+:5]. The catalyst class is: 6. (7) Reactant: Cl[C:2]1[N:7]=[C:6]([NH:8][C:9]2[N:14]=[CH:13][C:12]3[N:15]=[C:16]([CH3:21])[N:17]([CH:18]([CH3:20])[CH3:19])[C:11]=3[CH:10]=2)[CH:5]=[CH:4][N:3]=1.[C-]#N.[Na+].[N:25]12CCN(CC1)C[CH2:26]2. Product: [CH:18]([N:17]1[C:11]2[CH:10]=[C:9]([NH:8][C:6]3[CH:5]=[CH:4][N:3]=[C:2]([C:26]#[N:25])[N:7]=3)[N:14]=[CH:13][C:12]=2[N:15]=[C:16]1[CH3:21])([CH3:20])[CH3:19]. The catalyst class is: 58. (8) Reactant: [F:1][C:2]1[CH:10]=[CH:9][CH:8]=[C:7]2[C:3]=1[C:4]([NH2:35])=[N:5][C:6]2([C:21]1[CH:26]=[CH:25][C:24]([O:27]C)=[C:23]([C:29]2[CH:34]=[N:33][CH:32]=[CH:31][N:30]=2)[CH:22]=1)[C:11]1[CH:16]=[CH:15][N:14]=[C:13]([C:17]([F:20])([F:19])[F:18])[CH:12]=1.B(Br)(Br)Br.O.N. Product: [NH2:35][C:4]1[C:3]2[C:7](=[CH:8][CH:9]=[CH:10][C:2]=2[F:1])[C:6]([C:21]2[CH:26]=[CH:25][C:24]([OH:27])=[C:23]([C:29]3[CH:34]=[N:33][CH:32]=[CH:31][N:30]=3)[CH:22]=2)([C:11]2[CH:16]=[CH:15][N:14]=[C:13]([C:17]([F:20])([F:18])[F:19])[CH:12]=2)[N:5]=1. The catalyst class is: 2. (9) Reactant: [C:1]([O:5][C:6]([N:8]1[CH2:13][CH2:12][N:11]([C:14]2[CH:21]=[CH:20][C:17](C=O)=[CH:16][CH:15]=2)[CH2:10][CH2:9]1)=[O:7])([CH3:4])([CH3:3])[CH3:2].[Br-].[CH2:23]([O:25][C:26]([CH2:28][CH2:29][CH2:30][P+](C1C=CC=CC=1)(C1C=CC=CC=1)C1C=CC=CC=1)=[O:27])[CH3:24].[CH3:50]C(C)([O-])C.[K+]. Product: [C:1]([O:5][C:6]([N:8]1[CH2:9][CH2:10][N:11]([C:14]2[CH:15]=[CH:16][C:17]([CH:50]=[CH:30][CH2:29][CH2:28][C:26]([O:25][CH2:23][CH3:24])=[O:27])=[CH:20][CH:21]=2)[CH2:12][CH2:13]1)=[O:7])([CH3:4])([CH3:2])[CH3:3]. The catalyst class is: 1. (10) Reactant: [CH3:1][O:2][C:3](=[O:19])[C@@H:4]([CH3:18])[CH2:5][C@H:6]([NH:10][C:11]([O:13][C:14]([CH3:17])([CH3:16])[CH3:15])=[O:12])[C:7]([OH:9])=O.CN1CCOCC1.[F:27][C:28]1[CH:33]=[CH:32][C:31]([CH2:34][C:35]([NH2:38])([CH3:37])[CH3:36])=[CH:30][CH:29]=1.C(OC(Cl)=O)C(C)C. Product: [CH3:1][O:2][C:3](=[O:19])[C@@H:4]([CH3:18])[CH2:5][C@H:6]([NH:10][C:11]([O:13][C:14]([CH3:17])([CH3:16])[CH3:15])=[O:12])[C:7](=[O:9])[NH:38][C:35]([CH3:37])([CH3:36])[CH2:34][C:31]1[CH:32]=[CH:33][C:28]([F:27])=[CH:29][CH:30]=1. The catalyst class is: 11.